The task is: Binary classification across 12 toxicity assays.. This data is from Tox21: 12 toxicity assays (nuclear receptors and stress response pathways). The drug is O=C(O)CNC(=O)c1ccc([N+](=O)[O-])cc1. It tested positive (active) for: NR-ER (Estrogen Receptor agonist activity).